Regression. Given two drug SMILES strings and cell line genomic features, predict the synergy score measuring deviation from expected non-interaction effect. From a dataset of NCI-60 drug combinations with 297,098 pairs across 59 cell lines. (1) Drug 1: CC1=C(C(CCC1)(C)C)C=CC(=CC=CC(=CC(=O)O)C)C. Drug 2: C1=NC2=C(N=C(N=C2N1C3C(C(C(O3)CO)O)F)Cl)N. Cell line: NCI/ADR-RES. Synergy scores: CSS=16.4, Synergy_ZIP=2.60, Synergy_Bliss=2.70, Synergy_Loewe=-45.5, Synergy_HSA=-2.50. (2) Cell line: MOLT-4. Drug 1: C1=NC2=C(N1)C(=S)N=C(N2)N. Drug 2: CC1=C2C(C(=O)C3(C(CC4C(C3C(C(C2(C)C)(CC1OC(=O)C(C(C5=CC=CC=C5)NC(=O)OC(C)(C)C)O)O)OC(=O)C6=CC=CC=C6)(CO4)OC(=O)C)O)C)O. Synergy scores: CSS=65.3, Synergy_ZIP=-2.92, Synergy_Bliss=-5.91, Synergy_Loewe=-5.60, Synergy_HSA=-2.67. (3) Drug 1: CC12CCC(CC1=CCC3C2CCC4(C3CC=C4C5=CN=CC=C5)C)O. Drug 2: C1=CN(C=N1)CC(O)(P(=O)(O)O)P(=O)(O)O. Cell line: SF-539. Synergy scores: CSS=14.6, Synergy_ZIP=-2.10, Synergy_Bliss=0.522, Synergy_Loewe=3.10, Synergy_HSA=2.77. (4) Drug 1: CCCS(=O)(=O)NC1=C(C(=C(C=C1)F)C(=O)C2=CNC3=C2C=C(C=N3)C4=CC=C(C=C4)Cl)F. Drug 2: CC(C1=C(C=CC(=C1Cl)F)Cl)OC2=C(N=CC(=C2)C3=CN(N=C3)C4CCNCC4)N. Cell line: CAKI-1. Synergy scores: CSS=26.7, Synergy_ZIP=-2.24, Synergy_Bliss=2.30, Synergy_Loewe=0.345, Synergy_HSA=3.77. (5) Drug 1: CC1=C(C(CCC1)(C)C)C=CC(=CC=CC(=CC(=O)O)C)C. Drug 2: COC1=C2C(=CC3=C1OC=C3)C=CC(=O)O2. Cell line: NCI-H322M. Synergy scores: CSS=-0.912, Synergy_ZIP=-0.456, Synergy_Bliss=-1.43, Synergy_Loewe=-0.739, Synergy_HSA=-2.25. (6) Drug 1: CCCS(=O)(=O)NC1=C(C(=C(C=C1)F)C(=O)C2=CNC3=C2C=C(C=N3)C4=CC=C(C=C4)Cl)F. Drug 2: C1=CN(C=N1)CC(O)(P(=O)(O)O)P(=O)(O)O. Cell line: MDA-MB-435. Synergy scores: CSS=12.6, Synergy_ZIP=-2.71, Synergy_Bliss=-5.72, Synergy_Loewe=-23.8, Synergy_HSA=-7.98. (7) Drug 1: CN(C)C1=NC(=NC(=N1)N(C)C)N(C)C. Drug 2: CC(C1=C(C=CC(=C1Cl)F)Cl)OC2=C(N=CC(=C2)C3=CN(N=C3)C4CCNCC4)N. Cell line: BT-549. Synergy scores: CSS=-1.99, Synergy_ZIP=4.81, Synergy_Bliss=8.72, Synergy_Loewe=1.24, Synergy_HSA=2.18. (8) Drug 1: C1CN1P(=S)(N2CC2)N3CC3. Drug 2: CS(=O)(=O)CCNCC1=CC=C(O1)C2=CC3=C(C=C2)N=CN=C3NC4=CC(=C(C=C4)OCC5=CC(=CC=C5)F)Cl. Cell line: TK-10. Synergy scores: CSS=9.14, Synergy_ZIP=-5.17, Synergy_Bliss=1.87, Synergy_Loewe=-11.7, Synergy_HSA=-1.24. (9) Drug 1: CC(C1=C(C=CC(=C1Cl)F)Cl)OC2=C(N=CC(=C2)C3=CN(N=C3)C4CCNCC4)N. Synergy scores: CSS=6.89, Synergy_ZIP=-4.87, Synergy_Bliss=-6.77, Synergy_Loewe=-45.6, Synergy_HSA=-5.32. Drug 2: CC12CCC3C(C1CCC2OP(=O)(O)O)CCC4=C3C=CC(=C4)OC(=O)N(CCCl)CCCl.[Na+]. Cell line: SF-295. (10) Drug 1: CC1=CC2C(CCC3(C2CCC3(C(=O)C)OC(=O)C)C)C4(C1=CC(=O)CC4)C. Drug 2: C1C(C(OC1N2C=NC(=NC2=O)N)CO)O. Cell line: A549. Synergy scores: CSS=5.81, Synergy_ZIP=-3.83, Synergy_Bliss=-2.46, Synergy_Loewe=-1.77, Synergy_HSA=-1.30.